This data is from Reaction yield outcomes from USPTO patents with 853,638 reactions. The task is: Predict the reaction yield, written as a fraction of the theoretical maximum amount of product (1.0 means a 100% yield; for example, 0.34 means a 34% yield). (1) The reactants are [Cl:1][C:2]1[CH:9]=[C:8](I)[C:5]([C:6]#[N:7])=[CH:4][N:3]=1.[NH2:11][C:12]1[CH:22]=[CH:21][CH:20]=[CH:19][C:13]=1[C:14]([NH:16]OC)=[O:15].[O-]P([O-])([O-])=O.[K+].[K+].[K+].[CH:31]1C=CC(P(C2C(OC3C(P(C4C=CC=CC=4)C4C=CC=CC=4)=CC=CC=3)=CC=CC=2)C2C=CC=CC=2)=CC=1. The catalyst is O1CCOCC1.CC(O)=O.CC(O)=O.[Pd]. The product is [Cl:1][C:2]1[CH:9]=[C:8]([NH:11][C:12]2[CH:22]=[CH:21][CH:20]=[CH:19][C:13]=2[C:14]([NH:16][CH3:31])=[O:15])[C:5]([C:6]#[N:7])=[CH:4][N:3]=1. The yield is 0.590. (2) The reactants are Br[C:2]1[C:7](=[O:8])[N:6]([CH2:9][C:10]2[CH:15]=[CH:14][C:13]([C:16]3[C:17]([C:22]#[N:23])=[CH:18][CH:19]=[CH:20][CH:21]=3)=[CH:12][CH:11]=2)[C:5]([CH2:24][CH2:25][CH2:26][CH3:27])=[N:4][C:3]=1[CH3:28].[CH3:29][C:30]1([CH3:42])[CH2:34][C:33]2[CH:35]=[C:36](B(O)O)[CH:37]=[CH:38][C:32]=2[O:31]1.C(=O)([O-])[O-].[Cs+].[Cs+]. The catalyst is O1CCOCC1.C(OCC)(=O)C.C1C=CC(P(C2C=CC=CC=2)[C-]2C=CC=C2)=CC=1.C1C=CC(P(C2C=CC=CC=2)[C-]2C=CC=C2)=CC=1.Cl[Pd]Cl.[Fe+2]. The product is [CH2:24]([C:5]1[N:6]([CH2:9][C:10]2[CH:15]=[CH:14][C:13]([C:16]3[C:17]([C:22]#[N:23])=[CH:18][CH:19]=[CH:20][CH:21]=3)=[CH:12][CH:11]=2)[C:7](=[O:8])[C:2]([C:36]2[CH:37]=[CH:38][C:32]3[O:31][C:30]([CH3:29])([CH3:42])[CH2:34][C:33]=3[CH:35]=2)=[C:3]([CH3:28])[N:4]=1)[CH2:25][CH2:26][CH3:27]. The yield is 0.820.